From a dataset of Forward reaction prediction with 1.9M reactions from USPTO patents (1976-2016). Predict the product of the given reaction. (1) Given the reactants Cl[S:2]([C:5]1[C:6]([F:15])=[CH:7][C:8]([F:14])=[C:9]([CH:13]=1)[C:10]([OH:12])=[O:11])(=[O:4])=[O:3].[C:16]([NH2:20])([CH3:19])([CH3:18])[CH3:17].CCN(C(C)C)C(C)C.ClC1C(S(NC)(=O)=O)=CC=C(Cl)C=1C(O)=O, predict the reaction product. The product is: [CH3:17][C:16]([NH:20][S:2]([C:5]1[C:6]([F:15])=[CH:7][C:8]([F:14])=[C:9]([CH:13]=1)[C:10]([OH:12])=[O:11])(=[O:4])=[O:3])([CH3:19])[CH3:18]. (2) Given the reactants [F:1][C:2]([F:17])([F:16])[CH:3]([C:5]1[CH:10]=[CH:9][C:8]([C:11]2[CH:15]=[CH:14][O:13][CH:12]=2)=[CH:7][CH:6]=1)[OH:4].[NH2:18][C:19]1[N:24]=[C:23](Cl)[CH:22]=[C:21]([Cl:26])[N:20]=1.C(=O)([O-])[O-].[Cs+].[Cs+].O1CCOCC1, predict the reaction product. The product is: [Cl:26][C:21]1[CH:22]=[C:23]([O:4][CH:3]([C:5]2[CH:6]=[CH:7][C:8]([C:11]3[CH:15]=[CH:14][O:13][CH:12]=3)=[CH:9][CH:10]=2)[C:2]([F:1])([F:16])[F:17])[N:24]=[C:19]([NH2:18])[N:20]=1. (3) Given the reactants [CH3:1][O:2][C:3]1[N:8]=[C:7]([C:9]2[CH:10]=[C:11]([CH:14]=[CH:15][CH:16]=2)[C:12]#[N:13])[CH:6]=[C:5]([NH:17][CH2:18][CH2:19][C:20]2[CH:25]=[CH:24][C:23]([O:26][CH3:27])=[CH:22][CH:21]=2)[N:4]=1.C[Si]([N:32]=[N+:33]=[N-:34])(C)C.C([Sn](=O)CCCC)CCC, predict the reaction product. The product is: [CH3:27][O:26][C:23]1[CH:22]=[CH:21][C:20]([CH2:19][CH2:18][NH:17][C:5]2[CH:6]=[C:7]([C:9]3[CH:16]=[CH:15][CH:14]=[C:11]([C:12]4[NH:34][N:33]=[N:32][N:13]=4)[CH:10]=3)[N:8]=[C:3]([O:2][CH3:1])[N:4]=2)=[CH:25][CH:24]=1. (4) Given the reactants C([O:5][C:6]1[CH:11]=[CH:10][C:9]([S:12]([N:15]2[CH2:20][CH2:19][S:18][C:17]([CH3:22])([CH3:21])[CH:16]2[C:23]([OH:25])=[O:24])(=[O:14])=[O:13])=[CH:8][CH:7]=1)C#CC.C(OC1C=CC(S(Cl)(=O)=O)=CC=1)C#CC, predict the reaction product. The product is: [OH:5][C:6]1[CH:11]=[CH:10][C:9]([S:12]([N:15]2[CH2:20][CH2:19][S:18][C:17]([CH3:21])([CH3:22])[CH:16]2[C:23]([OH:25])=[O:24])(=[O:14])=[O:13])=[CH:8][CH:7]=1. (5) Given the reactants [H-].[H-].[H-].[H-].[Li+].[Al+3].[Al+3].[Cl-].[Cl-].[Cl-].[Br:11][C:12]1[CH:13]=[CH:14][C:15]2[NH:21][C:20](=O)[CH2:19][CH2:18][C:17](=O)[C:16]=2[CH:24]=1, predict the reaction product. The product is: [Br:11][C:12]1[CH:13]=[CH:14][C:15]2[NH:21][CH2:20][CH2:19][CH2:18][CH2:17][C:16]=2[CH:24]=1.